Dataset: Forward reaction prediction with 1.9M reactions from USPTO patents (1976-2016). Task: Predict the product of the given reaction. (1) The product is: [CH3:8][CH:9]([CH3:15])[CH2:10][C:11]([O:13][CH2:14][C:2]1([CH3:1])[CH2:3][O:4][CH2:5]1)=[O:12]. Given the reactants [CH3:1][CH:2]1[CH2:5][O:4][CH:3]1CO.[CH3:8][CH:9]([CH3:15])[CH2:10][C:11]([O:13][CH3:14])=[O:12].C[O-].[Na+].C(O)(=O)C.[Cl-].[Na+], predict the reaction product. (2) Given the reactants Cl.[N:2]12[CH2:9][CH2:8][CH:5]([CH2:6][CH2:7]1)[C:4](=[O:10])[CH2:3]2, predict the reaction product. The product is: [N:2]12[CH2:9][CH2:8][CH:5]([CH2:6][CH2:7]1)[C:4](=[O:10])[CH2:3]2.